From a dataset of Catalyst prediction with 721,799 reactions and 888 catalyst types from USPTO. Predict which catalyst facilitates the given reaction. (1) Reactant: [C:1]1([CH:8]=[CH:7][CH:6]=[C:4]([OH:5])[CH:3]=1)[OH:2].C[O-].[Na+].Cl[C:13]1[C:22]2[C:17](=[CH:18][CH:19]=[CH:20][CH:21]=2)[C:16]([CH2:23][C:24]2[CH:29]=[CH:28][N:27]=[CH:26][CH:25]=2)=[N:15][N:14]=1. Product: [OH:2][C:1]1[CH:3]=[C:4]([CH:6]=[CH:7][CH:8]=1)[O:5][C:13]1[C:22]2[C:17](=[CH:18][CH:19]=[CH:20][CH:21]=2)[C:16]([CH2:23][C:24]2[CH:29]=[CH:28][N:27]=[CH:26][CH:25]=2)=[N:15][N:14]=1. The catalyst class is: 12. (2) Reactant: [C:1]([C:4]1[CH:5]=[CH:6][C:7]([F:16])=[C:8]([N:10]([CH3:15])[S:11]([CH3:14])(=[O:13])=[O:12])[CH:9]=1)(=[O:3])[CH3:2].CO[CH:19](OC)[N:20]([CH3:22])[CH3:21]. Product: [CH3:19][N:20]([CH3:22])[CH:21]=[CH:2][C:1]([C:4]1[CH:5]=[CH:6][C:7]([F:16])=[C:8]([N:10]([CH3:15])[S:11]([CH3:14])(=[O:13])=[O:12])[CH:9]=1)=[O:3]. The catalyst class is: 81. (3) Reactant: [F:1][C:2]([F:20])([F:19])[C:3]1[CH:8]=[CH:7][CH:6]=[CH:5][C:4]=1[C:9]1[CH:17]=[CH:16][CH:15]=[C:14]2[C:10]=1[C:11]([NH2:18])=[N:12][NH:13]2.CC1(C)OC(=O)[CH:25]([C:29]([CH:31]2[CH2:36][CH2:35][N:34]([C:37]([O:39][C:40]([CH3:43])([CH3:42])[CH3:41])=[O:38])[CH2:33][CH2:32]2)=O)[C:24](=O)[O:23]1.P([O-])([O-])([O-])=O.[K+].[K+].[K+]. Product: [O:23]=[C:24]1[CH:25]=[C:29]([CH:31]2[CH2:36][CH2:35][N:34]([C:37]([O:39][C:40]([CH3:43])([CH3:42])[CH3:41])=[O:38])[CH2:33][CH2:32]2)[N:12]2[N:13]=[C:14]3[C:10]([C:9]([C:4]4[CH:5]=[CH:6][CH:7]=[CH:8][C:3]=4[C:2]([F:19])([F:1])[F:20])=[CH:17][CH:16]=[CH:15]3)=[C:11]2[NH:18]1. The catalyst class is: 10. (4) Reactant: [CH3:1][O:2][C:3]([C:5]1[S:14][C:8]2[N:9]=[CH:10][N:11]=[C:12](Cl)[C:7]=2[C:6]=1[OH:15])=[O:4].[CH3:16][O:17][C:18]1[CH:23]=[CH:22][C:21]([CH:24]([NH2:26])[CH3:25])=[CH:20][CH:19]=1.[CH2:27](N(CC)CC)C. Product: [CH2:1]([O:2][C:3]([C:5]1[S:14][C:8]2[N:9]=[CH:10][N:11]=[C:12]([NH:26][CH:24]([C:21]3[CH:22]=[CH:23][C:18]([O:17][CH3:16])=[CH:19][CH:20]=3)[CH3:25])[C:7]=2[C:6]=1[OH:15])=[O:4])[CH3:27]. The catalyst class is: 18.